This data is from Full USPTO retrosynthesis dataset with 1.9M reactions from patents (1976-2016). The task is: Predict the reactants needed to synthesize the given product. (1) Given the product [F:19][C:18]([F:21])([F:20])[C:15]1[CH:16]=[CH:17][C:12]([O:11][C:8]2[CH:9]=[CH:10][C:5]([O:4][C:2]([N:33]3[CH2:34][CH2:35][N:30]([C:25]4[C:24]([C:23]([F:37])([F:22])[F:36])=[CH:29][CH:28]=[CH:27][N:26]=4)[CH2:31][CH2:32]3)=[O:3])=[CH:6][CH:7]=2)=[N:13][CH:14]=1, predict the reactants needed to synthesize it. The reactants are: Cl[C:2]([O:4][C:5]1[CH:10]=[CH:9][C:8]([O:11][C:12]2[CH:17]=[CH:16][C:15]([C:18]([F:21])([F:20])[F:19])=[CH:14][N:13]=2)=[CH:7][CH:6]=1)=[O:3].[F:22][C:23]([F:37])([F:36])[C:24]1[C:25]([N:30]2[CH2:35][CH2:34][NH:33][CH2:32][CH2:31]2)=[N:26][CH:27]=[CH:28][CH:29]=1.[K+].[Br-]. (2) Given the product [O:1]=[C:2]1[N:8]([CH:9]2[CH2:14][CH2:13][N:12]([C:15]([O:17][C@H:18]([CH2:40][C:41]3[CH:46]=[C:45]([C:47]([F:49])([F:48])[F:50])[C:44]([NH2:51])=[C:43]([Cl:52])[CH:42]=3)[C:19]([N:21]3[CH2:22][CH2:23][C:24]([N:28]4[CH2:33][CH2:32][N:31]([CH2:34][C:35]([OH:37])=[O:36])[CH2:30][CH2:29]4)([CH3:27])[CH2:25][CH2:26]3)=[O:20])=[O:16])[CH2:11][CH2:10]2)[CH2:7][CH2:6][C:5]2[CH:53]=[CH:54][CH:55]=[CH:56][C:4]=2[NH:3]1, predict the reactants needed to synthesize it. The reactants are: [O:1]=[C:2]1[N:8]([CH:9]2[CH2:14][CH2:13][N:12]([C:15]([O:17][C@H:18]([CH2:40][C:41]3[CH:46]=[C:45]([C:47]([F:50])([F:49])[F:48])[C:44]([NH2:51])=[C:43]([Cl:52])[CH:42]=3)[C:19]([N:21]3[CH2:26][CH2:25][C:24]([N:28]4[CH2:33][CH2:32][N:31]([CH2:34][C:35]([O:37]CC)=[O:36])[CH2:30][CH2:29]4)([CH3:27])[CH2:23][CH2:22]3)=[O:20])=[O:16])[CH2:11][CH2:10]2)[CH2:7][CH2:6][C:5]2[CH:53]=[CH:54][CH:55]=[CH:56][C:4]=2[NH:3]1.[Li+].[OH-]. (3) Given the product [C:40]([N:14]1[CH2:10][CH2:11][CH2:12][CH2:16]1)([O:42][C:43]([CH3:44])([CH3:45])[CH3:46])=[O:41], predict the reactants needed to synthesize it. The reactants are: [CH3:16][N:14]([C:10]1C2[C:10]([N:14]([CH3:16])C)=[CH:11][CH:12]=CC=2C=[CH:12][CH:11]=1)C.ClC(OC(Cl)C)=O.C([O-])(O)=O.[Na+].[Cl-].[Na+].O.[C:40](O[C:40]([O:42][C:43]([CH3:46])([CH3:45])[CH3:44])=[O:41])([O:42][C:43]([CH3:46])([CH3:45])[CH3:44])=[O:41]. (4) The reactants are: [S:1]1[C:5]([C:6]2[N:10]3[CH2:11][CH2:12][NH:13][CH2:14][C:9]3=[N:8][N:7]=2)=[N:4][CH:3]=[N:2]1.C(N(CC)CC)C.[Cl:22][C:23]1[C:24]([CH3:33])=[C:25]([CH:29]=[CH:30][C:31]=1[F:32])[C:26](Cl)=[O:27].C([O-])(O)=O.[Na+]. Given the product [Cl:22][C:23]1[C:24]([CH3:33])=[C:25]([C:26]([N:13]2[CH2:12][CH2:11][N:10]3[C:6]([C:5]4[S:1][N:2]=[CH:3][N:4]=4)=[N:7][N:8]=[C:9]3[CH2:14]2)=[O:27])[CH:29]=[CH:30][C:31]=1[F:32], predict the reactants needed to synthesize it. (5) The reactants are: [CH3:1][O:2][C:3]1[C:18]2[CH2:17][NH:16][C:15](=[O:19])[C:14]3[CH:20]=[CH:21][CH:22]=[C:23]([N+:24]([O-])=O)[C:13]=3[CH2:12][CH:11]=[CH:10][CH2:9][CH2:8][C:7]=2[CH:6]=[C:5]([CH3:27])[N:4]=1.CC(O)=O. Given the product [NH2:24][C:23]1[C:13]2[CH2:12][CH:11]=[CH:10][CH2:9][CH2:8][C:7]3[CH:6]=[C:5]([CH3:27])[N:4]=[C:3]([O:2][CH3:1])[C:18]=3[CH2:17][NH:16][C:15](=[O:19])[C:14]=2[CH:20]=[CH:21][CH:22]=1, predict the reactants needed to synthesize it.